Dataset: CYP2C19 inhibition data for predicting drug metabolism from PubChem BioAssay. Task: Regression/Classification. Given a drug SMILES string, predict its absorption, distribution, metabolism, or excretion properties. Task type varies by dataset: regression for continuous measurements (e.g., permeability, clearance, half-life) or binary classification for categorical outcomes (e.g., BBB penetration, CYP inhibition). Dataset: cyp2c19_veith. (1) The molecule is CO/N=C\[C@@H](C)[C@H](OCc1ccccc1)C(C)C. The result is 0 (non-inhibitor). (2) The molecule is Cc1ccccc1C(=O)NC(C)c1ccc2c(c1)CCCC2. The result is 1 (inhibitor). (3) The compound is CNc1csc(C)c(C)c1=O. The result is 1 (inhibitor). (4) The molecule is Cc1ccc(S(=O)(=O)OC[C@@H]2CN3[C@@H](CC[C@@H](C)[C@H]3c3ccc(Br)cc3)C(=O)O2)cc1. The result is 0 (non-inhibitor). (5) The molecule is Cc1noc(C)c1-c1ccc2ncnc(NC3CC3)c2c1. The result is 1 (inhibitor).